This data is from Full USPTO retrosynthesis dataset with 1.9M reactions from patents (1976-2016). The task is: Predict the reactants needed to synthesize the given product. (1) Given the product [O:1]=[C:2]1[CH2:22][CH2:21][C:5]2([CH2:6][CH2:7][N:8]([C:31]([O:33][C:34]([CH3:35])([CH3:36])[CH3:37])=[O:32])[CH2:9][CH2:10]2)[CH2:4][CH2:3]1, predict the reactants needed to synthesize it. The reactants are: [O:1]=[C:2]1[CH2:22][CH2:21][C:5]2([CH2:10][CH2:9][N:8](C(OCC3C=CC=CC=3)=O)[CH2:7][CH2:6]2)[CH:4]=[CH:3]1.[C:31](O[C:31]([O:33][C:34]([CH3:37])([CH3:36])[CH3:35])=[O:32])([O:33][C:34]([CH3:37])([CH3:36])[CH3:35])=[O:32]. (2) Given the product [F:1][C:2]1([F:18])[CH2:7][CH2:6][CH:5]([C:8]([CH:10]2[CH2:15][CH2:14][C:13]([F:16])([F:17])[CH2:12][CH2:11]2)=[O:9])[CH2:4][CH2:3]1, predict the reactants needed to synthesize it. The reactants are: [F:1][C:2]1([F:18])[CH2:7][CH2:6][CH:5]([CH:8]([CH:10]2[CH2:15][CH2:14][C:13]([F:17])([F:16])[CH2:12][CH2:11]2)[OH:9])[CH2:4][CH2:3]1.CC(OI1(OC(C)=O)(OC(C)=O)OC(=O)C2C=CC=CC1=2)=O.